Dataset: Forward reaction prediction with 1.9M reactions from USPTO patents (1976-2016). Task: Predict the product of the given reaction. (1) Given the reactants [Br:1][C:2]1[C:3]2[N:4]([C:22]([CH3:25])=[N:23][N:24]=2)[C:5]2[CH:10]=[C:9]([CH3:11])[N:8]([CH2:12][C:13]3[CH:14]=[C:15]([CH2:20]O)[CH:16]=[C:17]([Cl:19])[CH:18]=3)[C:6]=2[CH:7]=1.[CH2:26]([N:28](CC)[CH2:29][CH3:30])[CH3:27].CS(Cl)(=O)=O.N1CCCC1, predict the reaction product. The product is: [Br:1][C:2]1[C:3]2[N:4]([C:22]([CH3:25])=[N:23][N:24]=2)[C:5]2[CH:10]=[C:9]([CH3:11])[N:8]([CH2:12][C:13]3[CH:14]=[C:15]([CH2:20][N:28]4[CH2:29][CH2:30][CH2:27][CH2:26]4)[CH:16]=[C:17]([Cl:19])[CH:18]=3)[C:6]=2[CH:7]=1. (2) Given the reactants [Cl:1][C:2]1[CH:3]=[C:4]([CH:8]2[C:12]([C:15]3[CH:20]=[CH:19][C:18]([Cl:21])=[CH:17][CH:16]=3)([C:13]#[N:14])[CH:11]([CH2:22][C:23]([CH3:26])([CH3:25])[CH3:24])[NH:10][CH:9]2[C:27](O)=[O:28])[CH:5]=[CH:6][CH:7]=1.[C:30]([O:34][C:35](=[O:41])[C@@H:36]([NH2:40])[CH:37]([CH3:39])[CH3:38])([CH3:33])([CH3:32])[CH3:31].CN(C(ON1N=NC2C=CC=NC1=2)=[N+](C)C)C.F[P-](F)(F)(F)(F)F.CCN(C(C)C)C(C)C, predict the reaction product. The product is: [C:30]([O:34][C:35](=[O:41])[C@@H:36]([NH:40][C:27]([C@H:9]1[C@H:8]([C:4]2[CH:5]=[CH:6][CH:7]=[C:2]([Cl:1])[CH:3]=2)[C@:12]([C:15]2[CH:16]=[CH:17][C:18]([Cl:21])=[CH:19][CH:20]=2)([C:13]#[N:14])[C@H:11]([CH2:22][C:23]([CH3:24])([CH3:25])[CH3:26])[NH:10]1)=[O:28])[CH:37]([CH3:38])[CH3:39])([CH3:32])([CH3:31])[CH3:33]. (3) The product is: [CH3:32][C:23]12[CH2:22][CH2:21][CH:20]3[C:15]([CH3:14])([CH2:16][CH2:17][CH2:18][C:19]3([CH3:34])[CH3:35])[CH:24]1[CH2:25][CH2:26][O:33]2. Given the reactants O.O.O.O.O.O.O.S([O-])([O-])(=O)=O.[Mg+2].[CH3:14][C@@:15]12[C@@H:24]([CH2:25][CH2:26][C@@](O)(C=C)C)[C@@:23]([OH:33])([CH3:32])[CH2:22][CH2:21][C@H:20]1[C:19]([CH3:35])([CH3:34])[CH2:18][CH2:17][CH2:16]2, predict the reaction product. (4) Given the reactants [O:1]([CH2:8][CH2:9][S:10][CH2:11][C:12]1[CH:17]=[CH:16][C:15]([C:18]2[CH:23]=[CH:22][C:21]([C:24]([OH:26])=O)=[CH:20][CH:19]=2)=[CH:14][CH:13]=1)[C:2]1[CH:7]=[CH:6][CH:5]=[CH:4][CH:3]=1.C(N1C=CN=C1)(N1C=CN=C1)=O.[CH3:39][N:40]([CH3:46])[CH2:41][CH2:42][CH2:43][CH2:44][NH2:45], predict the reaction product. The product is: [CH3:39][N:40]([CH3:46])[CH2:41][CH2:42][CH2:43][CH2:44][NH:45][C:24]([C:21]1[CH:22]=[CH:23][C:18]([C:15]2[CH:16]=[CH:17][C:12]([CH2:11][S:10][CH2:9][CH2:8][O:1][C:2]3[CH:7]=[CH:6][CH:5]=[CH:4][CH:3]=3)=[CH:13][CH:14]=2)=[CH:19][CH:20]=1)=[O:26]. (5) Given the reactants Cl.[F:2][C:3]1[C:12]2[C:7](=[CH:8][CH:9]=[CH:10][CH:11]=2)[C:6]([CH:13]([N:17]2[CH2:22][CH2:21][N:20]([CH3:23])[CH2:19][CH2:18]2)[C:14]([OH:16])=O)=[CH:5][CH:4]=1.CCN(C(C)C)C(C)C.CN(C(ON1N=NC2C=CC=CC1=2)=[N+](C)C)C.[B-](F)(F)(F)F.[Cl:55][C:56]1[CH:57]=[C:58]([NH:63][NH2:64])[CH:59]=[C:60]([Cl:62])[CH:61]=1, predict the reaction product. The product is: [Cl:55][C:56]1[CH:57]=[C:58]([NH:63][NH:64][C:14](=[O:16])[CH:13]([C:6]2[C:7]3[C:12](=[CH:11][CH:10]=[CH:9][CH:8]=3)[C:3]([F:2])=[CH:4][CH:5]=2)[N:17]2[CH2:18][CH2:19][N:20]([CH3:23])[CH2:21][CH2:22]2)[CH:59]=[C:60]([Cl:62])[CH:61]=1.